This data is from Catalyst prediction with 721,799 reactions and 888 catalyst types from USPTO. The task is: Predict which catalyst facilitates the given reaction. Reactant: [C:1]([C:3]1[CH:4]=[C:5]2[C:10](=[C:11]([CH:13]=[O:14])[CH:12]=1)[O:9][C:8]([CH3:16])([CH3:15])[CH2:7][C:6]2([CH3:18])[CH3:17])#[CH:2].[CH3:19][O:20][C:21](=[O:30])[CH2:22][C:23]1[CH:28]=[CH:27][C:26](I)=[CH:25][CH:24]=1.C(N(CC)CC)C.C(OCC)(=O)C. Product: [CH3:19][O:20][C:21](=[O:30])[CH2:22][C:23]1[CH:24]=[CH:25][C:26]([C:2]#[C:1][C:3]2[CH:4]=[C:5]3[C:10](=[C:11]([CH:13]=[O:14])[CH:12]=2)[O:9][C:8]([CH3:16])([CH3:15])[CH2:7][C:6]3([CH3:18])[CH3:17])=[CH:27][CH:28]=1. The catalyst class is: 730.